This data is from Full USPTO retrosynthesis dataset with 1.9M reactions from patents (1976-2016). The task is: Predict the reactants needed to synthesize the given product. Given the product [CH3:25][N:26]1[C:30]([CH3:31])=[CH:29][C:28]([NH:32][C:33]2[C:34](=[O:49])[N:35]([CH3:48])[CH:36]=[C:37]([C:2]3[CH:3]=[CH:4][N:5]=[C:6]([N:10]4[CH2:22][CH2:21][C:20]5[N:19]6[C:14]([CH2:15][CH2:16][CH2:17][CH2:18]6)=[C:13]([F:23])[C:12]=5[C:11]4=[O:24])[C:7]=3[CH:8]=[O:9])[CH:38]=2)=[N:27]1, predict the reactants needed to synthesize it. The reactants are: Cl[C:2]1[C:7]([CH:8]=[O:9])=[C:6]([N:10]2[CH2:22][CH2:21][C:20]3[N:19]4[C:14]([CH2:15][CH2:16][CH2:17][CH2:18]4)=[C:13]([F:23])[C:12]=3[C:11]2=[O:24])[N:5]=[CH:4][CH:3]=1.[CH3:25][N:26]1[C:30]([CH3:31])=[CH:29][C:28]([NH:32][C:33]2[C:34](=[O:49])[N:35]([CH3:48])[CH:36]=[C:37](B3OC(C)(C)C(C)(C)O3)[CH:38]=2)=[N:27]1.C1(P(C2CCCCC2)C2CCCCC2)CCCCC1.C([O-])([O-])=O.[Cs+].[Cs+].